This data is from Catalyst prediction with 721,799 reactions and 888 catalyst types from USPTO. The task is: Predict which catalyst facilitates the given reaction. (1) Reactant: [Cl:1][C:2]1[CH:9]=[C:8]([N+:10]([O-])=O)[C:7]([NH:13][CH2:14][CH:15]2[CH2:30][CH2:29][CH2:28][C:17]3([O:21][C:20](=[O:22])[N:19]([CH2:23][C:24]([CH3:27])([CH3:26])[CH3:25])[CH2:18]3)[CH2:16]2)=[CH:6][C:3]=1[C:4]#[N:5].[Cl-].[NH4+].[CH:33](O)=O.C(OC)(OC)OC.C(O)(C(F)(F)F)=O. Product: [Cl:1][C:2]1[C:3]([C:4]#[N:5])=[CH:6][C:7]2[N:13]([CH2:14][CH:15]3[CH2:30][CH2:29][CH2:28][C:17]4([O:21][C:20](=[O:22])[N:19]([CH2:23][C:24]([CH3:27])([CH3:25])[CH3:26])[CH2:18]4)[CH2:16]3)[CH:33]=[N:10][C:8]=2[CH:9]=1. The catalyst class is: 314. (2) Reactant: [CH:1]([CH:3]=O)=[O:2].[CH2:5]([NH:7][CH2:8][C:9]([OH:14])([CH2:12][CH3:13])[CH2:10][CH3:11])[CH3:6]. Product: [CH2:5]([N:7]1[CH2:8][C:9]([CH2:12][CH3:13])([CH2:10][CH3:11])[O:14][C:1](=[O:2])[CH2:3]1)[CH3:6]. The catalyst class is: 11. (3) Reactant: [Al+3].[Cl-].[Cl-].[Cl-].[CH2:5]([C:9]1[CH:14]=[CH:13][C:12]([CH2:15][CH2:16][CH2:17][O:18][CH2:19]OC)=[CH:11][CH:10]=1)[CH:6]([CH3:8])[CH3:7].[OH-].[Na+]. Product: [CH2:5]([C:9]1[CH:14]=[CH:13][C:12]2[CH2:15][CH2:16][CH2:17][O:18][CH2:19][C:11]=2[CH:10]=1)[CH:6]([CH3:8])[CH3:7]. The catalyst class is: 4.